Dataset: Reaction yield outcomes from USPTO patents with 853,638 reactions. Task: Predict the reaction yield, written as a fraction of the theoretical maximum amount of product (1.0 means a 100% yield; for example, 0.34 means a 34% yield). (1) The reactants are [CH3:1][N:2]([CH3:32])[C:3]([C:5]1[N:26]([CH:27]2[CH2:31][CH2:30][CH2:29][CH2:28]2)[C:8]2[N:9]=[C:10]([NH:13][C:14]3[N:19]=[CH:18][C:17]([CH:20]4[CH2:25][CH2:24][NH:23][CH2:22][CH2:21]4)=[CH:16][CH:15]=3)[N:11]=[CH:12][C:7]=2[CH:6]=1)=[O:4].Br[CH2:34][CH2:35][OH:36]. No catalyst specified. The product is [CH3:1][N:2]([CH3:32])[C:3]([C:5]1[N:26]([CH:27]2[CH2:31][CH2:30][CH2:29][CH2:28]2)[C:8]2[N:9]=[C:10]([NH:13][C:14]3[N:19]=[CH:18][C:17]([CH:20]4[CH2:25][CH2:24][N:23]([CH2:34][CH2:35][OH:36])[CH2:22][CH2:21]4)=[CH:16][CH:15]=3)[N:11]=[CH:12][C:7]=2[CH:6]=1)=[O:4]. The yield is 0.530. (2) The reactants are Cl[C:2]1[C:3]2[CH2:17][CH2:16][CH2:15][C:4]=2[N:5]=[C:6]([C:8]2[CH:13]=[CH:12][CH:11]=[C:10]([Cl:14])[CH:9]=2)[N:7]=1.CC1(C)C(C)(C)OB([CH2:26][C:27]2[CH:32]=[CH:31][C:30]([CH2:33][C:34]([O:36][CH3:37])=[O:35])=[CH:29][CH:28]=2)O1.C([O-])([O-])=O.[Na+].[Na+].[Cl-]. The catalyst is C1C=CC(P(C2C=CC=CC=2)[C-]2C=CC=C2)=CC=1.C1C=CC(P(C2C=CC=CC=2)[C-]2C=CC=C2)=CC=1.Cl[Pd]Cl.[Fe+2].O.O1CCOCC1. The product is [Cl:14][C:10]1[CH:9]=[C:8]([C:6]2[N:7]=[C:2]([CH2:26][C:27]3[CH:28]=[CH:29][C:30]([CH2:33][C:34]([O:36][CH3:37])=[O:35])=[CH:31][CH:32]=3)[C:3]3[CH2:17][CH2:16][CH2:15][C:4]=3[N:5]=2)[CH:13]=[CH:12][CH:11]=1. The yield is 0.210. (3) The reactants are C[O:2][C:3]1[CH:4]=[C:5]([NH:14][C:15](=[O:25])[C:16]2[CH:21]=[CH:20][C:19]3[O:22]C[O:24][C:18]=3[CH:17]=2)[CH:6]=[CH:7][C:8]=1[NH:9][S:10]([CH3:13])(=[O:12])=[O:11].B(Br)(Br)Br. The catalyst is CO. The product is [OH:2][C:3]1[CH:4]=[C:5]([NH:14][C:15](=[O:25])[C:16]2[CH:21]=[CH:20][C:19]([OH:22])=[C:18]([OH:24])[CH:17]=2)[CH:6]=[CH:7][C:8]=1[NH:9][S:10]([CH3:13])(=[O:12])=[O:11]. The yield is 0.330. (4) The reactants are [CH2:1]([O:3][C:4](=[O:17])[CH2:5][N:6]([C:10]([O:12][C:13]([CH3:16])([CH3:15])[CH3:14])=[O:11])[CH:7]1[CH2:9][CH2:8]1)[CH3:2].[C:18](Cl)(=[O:20])[CH3:19]. The catalyst is C1COCC1. The product is [CH2:1]([O:3][C:4](=[O:17])[CH:5]([N:6]([C:10]([O:12][C:13]([CH3:16])([CH3:15])[CH3:14])=[O:11])[CH:7]1[CH2:8][CH2:9]1)[C:18](=[O:20])[CH3:19])[CH3:2]. The yield is 0.670. (5) The reactants are C(Cl)CCl.C1C=[N:9]C2N(O)N=NC=2C=1.Cl.[NH2:16][C@@H:17]([C:24]1[CH:29]=[CH:28][CH:27]=[C:26]([N+:30]([O-:32])=[O:31])[CH:25]=1)[CH2:18][C:19]([O:21][CH2:22][CH3:23])=[O:20].[C:33]([O:37][C:38]([N:40]([C:67]([O:69][C:70]([CH3:73])([CH3:72])[CH3:71])=[O:68])[C:41]1C=[CH:49][CH:48]=[C:47]2[C:42]=1[CH:43]=[CH:44][C:45]([NH:51][CH:52]([C:56]1[CH:61]=[C:60]([CH3:62])[C:59]([CH2:63][CH2:64][OH:65])=[C:58]([CH3:66])[CH:57]=1)[C:53](O)=[O:54])=[CH:46]2)=[O:39])([CH3:36])([CH3:35])[CH3:34].C(N(CC)CC)C. The catalyst is CN(C=O)C.CCOC(C)=O. The product is [C:70]([O:69][C:67]([N:40]([C:38]([O:37][C:33]([CH3:34])([CH3:36])[CH3:35])=[O:39])[C:41]1[C:42]2[C:47](=[CH:46][C:45]([NH:51][CH:52]([C:56]3[CH:57]=[C:58]([CH3:66])[C:59]([CH2:63][CH2:64][OH:65])=[C:60]([CH3:62])[CH:61]=3)[C:53]([NH:16][C@@H:17]([C:24]3[CH:29]=[CH:28][CH:27]=[C:26]([N+:30]([O-:32])=[O:31])[CH:25]=3)[CH2:18][C:19]([O:21][CH2:22][CH3:23])=[O:20])=[O:54])=[CH:44][CH:43]=2)[CH:48]=[CH:49][N:9]=1)=[O:68])([CH3:71])([CH3:72])[CH3:73]. The yield is 0.830. (6) The reactants are [CH3:1][N:2]([CH3:11])[C:3]([CH:5]1[CH2:10][CH2:9][NH:8][CH2:7][CH2:6]1)=[O:4].[Cl:12][C:13]1[CH:14]=[N:15][CH:16]=[C:17]([Cl:20])[C:18]=1Cl.C(N(CC)CC)C. The catalyst is CN1C(=O)CCC1. The product is [Cl:12][C:13]1[CH:14]=[N:15][CH:16]=[C:17]([Cl:20])[C:18]=1[N:8]1[CH2:7][CH2:6][CH:5]([C:3]([N:2]([CH3:11])[CH3:1])=[O:4])[CH2:10][CH2:9]1. The yield is 0.800. (7) The reactants are [NH2:1][C@H:2]([C:13]([NH:15][CH2:16][CH2:17][CH2:18][CH2:19][NH:20][C:21]([O:23][C:24]([CH3:27])([CH3:26])[CH3:25])=[O:22])=[O:14])[CH2:3][C:4]1[C:12]2[C:7](=[CH:8][CH:9]=[CH:10][CH:11]=2)[NH:6][CH:5]=1.[NH:28]([C:56]([O:58][C:59]([CH3:62])([CH3:61])[CH3:60])=[O:57])[C@H:29]([C:45]([NH:47][C@H:48]([C:53](O)=[O:54])[CH2:49][C:50](=[O:52])[NH2:51])=[O:46])[CH2:30][C:31]1[CH:36]=[CH:35][C:34]([O:37][CH2:38][C:39]2[CH:44]=[CH:43][CH:42]=[CH:41][CH:40]=2)=[CH:33][CH:32]=1.C(Cl)CCl.C1C=CC2N(O)N=NC=2C=1. The catalyst is C(Cl)Cl.CN(C=O)C. The product is [NH:28]([C:56]([O:58][C:59]([CH3:62])([CH3:61])[CH3:60])=[O:57])[C@H:29]([C:45]([NH:47][C@H:48]([C:53]([NH:1][C@H:2]([C:13]([NH:15][CH2:16][CH2:17][CH2:18][CH2:19][NH:20][C:21]([O:23][C:24]([CH3:27])([CH3:26])[CH3:25])=[O:22])=[O:14])[CH2:3][C:4]1[C:12]2[C:7](=[CH:8][CH:9]=[CH:10][CH:11]=2)[NH:6][CH:5]=1)=[O:54])[CH2:49][C:50](=[O:52])[NH2:51])=[O:46])[CH2:30][C:31]1[CH:36]=[CH:35][C:34]([O:37][CH2:38][C:39]2[CH:44]=[CH:43][CH:42]=[CH:41][CH:40]=2)=[CH:33][CH:32]=1. The yield is 0.280. (8) The reactants are [CH3:1][C@H:2]1[CH2:7][CH2:6][CH2:5][C@@H:4]([CH3:8])[N:3]1[C:9]1[N:13]2[CH:14]=[C:15]([O:18][C@H:19]3[C:28]4[C:23](=[CH:24][CH:25]=[CH:26][CH:27]=4)[C@@H:22]([NH2:29])[CH2:21][CH2:20]3)[CH:16]=[CH:17][C:12]2=[N:11][N:10]=1.ClC(Cl)(Cl)C[O:33][C:34](=O)[NH:35][C:36]1[N:40]([C:41]2[CH:42]=[N:43][N:44]([CH2:46][CH2:47][O:48][CH:49]3[CH2:54][CH2:53][CH2:52][CH2:51][O:50]3)[CH:45]=2)[N:39]=[C:38]([C:55]([CH3:58])([CH3:57])[CH3:56])[CH:37]=1.CCN(C(C)C)C(C)C. The catalyst is O1CCOCC1. The product is [C:55]([C:38]1[CH:37]=[C:36]([NH:35][C:34]([NH:29][C@@H:22]2[C:23]3[C:28](=[CH:27][CH:26]=[CH:25][CH:24]=3)[C@H:19]([O:18][C:15]3[CH:16]=[CH:17][C:12]4[N:13]([C:9]([N:3]5[C@H:2]([CH3:1])[CH2:7][CH2:6][CH2:5][C@@H:4]5[CH3:8])=[N:10][N:11]=4)[CH:14]=3)[CH2:20][CH2:21]2)=[O:33])[N:40]([C:41]2[CH:42]=[N:43][N:44]([CH2:46][CH2:47][O:48][CH:49]3[CH2:54][CH2:53][CH2:52][CH2:51][O:50]3)[CH:45]=2)[N:39]=1)([CH3:58])([CH3:56])[CH3:57]. The yield is 0.950. (9) The reactants are C([Li])CCC.C(NC(C)C)(C)C.[F:13][C:14]1[CH:19]=[CH:18][CH:17]=[CH:16][N:15]=1.CN(C)[CH:22]=[O:23]. The catalyst is C1COCC1. The product is [F:13][C:14]1[N:15]=[CH:16][CH:17]=[CH:18][C:19]=1[CH:22]=[O:23]. The yield is 0.450.